From a dataset of Reaction yield outcomes from USPTO patents with 853,638 reactions. Predict the reaction yield, written as a fraction of the theoretical maximum amount of product (1.0 means a 100% yield; for example, 0.34 means a 34% yield). (1) The yield is 0.450. The product is [OH:1][C:2]12[CH2:11][CH:6]3[CH2:7][CH:8]([CH2:10][C:4]([C:12]([O:17][C:18](=[O:21])[CH:19]=[CH2:20])([CH2:15][CH3:16])[CH2:13][CH3:14])([CH2:5]3)[CH2:3]1)[CH2:9]2. The reactants are [OH:1][C:2]12[CH2:11][CH:6]3[CH2:7][CH:8]([CH2:10][C:4]([C:12]([OH:17])([CH2:15][CH3:16])[CH2:13][CH3:14])([CH2:5]3)[CH2:3]1)[CH2:9]2.[C:18](Cl)(=[O:21])[CH:19]=[CH2:20].C(N(CC)CC)C. The catalyst is O1CCOCC1. (2) The reactants are C([O:3][C:4]([O:6][C@H:7]([CH2:11][CH2:12][CH2:13][C:14]1[CH:19]=[CH:18][C:17]([O:20][CH2:21][C:22]2[N:23]=[C:24]([C:28]3[CH:33]=[CH:32][CH:31]=[CH:30][CH:29]=3)[S:25][C:26]=2[CH3:27])=[CH:16][CH:15]=1)[C:8]([NH2:10])=[O:9])=O)C.C1CCN2C(=NCCC2)CC1.C(O)C. The catalyst is O. The product is [CH3:27][C:26]1[S:25][C:24]([C:28]2[CH:33]=[CH:32][CH:31]=[CH:30][CH:29]=2)=[N:23][C:22]=1[CH2:21][O:20][C:17]1[CH:16]=[CH:15][C:14]([CH2:13][CH2:12][CH2:11][C@H:7]2[O:6][C:4](=[O:3])[NH:10][C:8]2=[O:9])=[CH:19][CH:18]=1. The yield is 0.940. (3) The reactants are [NH2:1][CH2:2][CH:3]1[CH2:8][CH2:7][N:6]([C:9]([O:11][C:12]([CH3:15])([CH3:14])[CH3:13])=[O:10])[CH2:5][CH2:4]1.[Br:16][C:17]1[CH:22]=[C:21](Cl)[C:20]([N+:24]([O-:26])=[O:25])=[CH:19][N:18]=1.C(N(CC)CC)C. The catalyst is C(#N)C. The product is [Br:16][C:17]1[CH:22]=[C:21]([NH:1][CH2:2][CH:3]2[CH2:8][CH2:7][N:6]([C:9]([O:11][C:12]([CH3:15])([CH3:14])[CH3:13])=[O:10])[CH2:5][CH2:4]2)[C:20]([N+:24]([O-:26])=[O:25])=[CH:19][N:18]=1. The yield is 0.980. (4) The reactants are O[C:2]1[CH:7]=[CH:6][CH:5]=[CH:4][C:3]=1[NH:8][C:9]([C:11]1([C:14]([O:16][CH3:17])=[O:15])[CH2:13][CH2:12]1)=[O:10].C1(P(C2C=CC=CC=2)C2C=CC=CC=2)C=CC=CC=1.CC(OC(/N=N/C(OC(C)C)=O)=O)C. The catalyst is C1COCC1. The product is [O:10]1[C:2]2[CH:7]=[CH:6][CH:5]=[CH:4][C:3]=2[N:8]=[C:9]1[C:11]1([C:14]([O:16][CH3:17])=[O:15])[CH2:13][CH2:12]1. The yield is 0.970. (5) The reactants are [Br:1][CH2:2][C:3]([C:5]1[CH:9]=[CH:8][S:7][CH:6]=1)=[O:4].[S:10]1[CH:14]=[C:13]([CH:15]([NH:27][C:28]2[CH:33]=[CH:32][CH:31]=[CH:30][CH:29]=2)[C:16]([O:18][C@@H:19]2[CH:24]3[CH2:25][CH2:26][N:21]([CH2:22][CH2:23]3)[CH2:20]2)=[O:17])[C:12]2[CH:34]=[CH:35][CH:36]=[CH:37][C:11]1=2. The catalyst is CCOC(C)=O. The product is [Br-:1].[S:10]1[CH:14]=[C:13]([CH:15]([NH:27][C:28]2[CH:33]=[CH:32][CH:31]=[CH:30][CH:29]=2)[C:16]([O:18][C@@H:19]2[CH:24]3[CH2:25][CH2:26][N+:21]([CH2:2][C:3](=[O:4])[C:5]4[CH:9]=[CH:8][S:7][CH:6]=4)([CH2:22][CH2:23]3)[CH2:20]2)=[O:17])[C:12]2[CH:34]=[CH:35][CH:36]=[CH:37][C:11]1=2. The yield is 0.210. (6) The reactants are Br[CH:2]([C:17]1[CH:22]=[CH:21][CH:20]=[CH:19][CH:18]=1)[C:3]([C:5]1[C:13]2[C:8](=[CH:9][CH:10]=[C:11]([CH2:14][CH2:15][OH:16])[CH:12]=2)[NH:7][CH:6]=1)=[O:4].[CH3:23][O:24][C:25]1[CH:26]=[C:27]([CH:29]=[C:30]([O:32][CH3:33])[CH:31]=1)[NH2:28]. The catalyst is C(#N)C. The product is [CH3:33][O:32][C:30]1[CH:29]=[C:27]([NH:28][CH:2]([C:17]2[CH:22]=[CH:21][CH:20]=[CH:19][CH:18]=2)[C:3]([C:5]2[C:13]3[C:8](=[CH:9][CH:10]=[C:11]([CH2:14][CH2:15][OH:16])[CH:12]=3)[NH:7][CH:6]=2)=[O:4])[CH:26]=[C:25]([O:24][CH3:23])[CH:31]=1. The yield is 0.650. (7) The reactants are [F:1][C:2]([F:44])([F:43])[C:3]1[CH:4]=[C:5]([C:9]2[CH:10]=[CH:11][C:12]3[N:18]4[CH2:19][C@H:15]([CH2:16][CH2:17]4)[N:14]([C:20]([NH:22][C:23]4[N:28]=[C:27]([N:29]5[CH2:34][CH2:33][N:32](C(OC(C)(C)C)=O)[CH2:31][CH2:30]5)[CH:26]=[CH:25][N:24]=4)=[O:21])[C:13]=3[N:42]=2)[CH:6]=[CH:7][CH:8]=1. The catalyst is Cl.C(OCC)(=O)C. The product is [N:29]1([C:27]2[CH:26]=[CH:25][N:24]=[C:23]([NH:22][C:20]([N:14]3[C@@H:15]4[CH2:19][N:18]([CH2:17][CH2:16]4)[C:12]4[CH:11]=[CH:10][C:9]([C:5]5[CH:6]=[CH:7][CH:8]=[C:3]([C:2]([F:43])([F:1])[F:44])[CH:4]=5)=[N:42][C:13]3=4)=[O:21])[N:28]=2)[CH2:30][CH2:31][NH:32][CH2:33][CH2:34]1. The yield is 0.350. (8) The reactants are [Br:1][C:2]1[CH:10]=[C:9]2[C:5]([CH2:6][C:7]3([CH2:16][CH2:15][C:14](=O)[CH2:13][CH2:12]3)[C:8]2=[O:11])=[CH:4][CH:3]=1.[F:18][C:19]([F:23])([F:22])[CH2:20][NH2:21].CC(O)=O.[BH-](OC(C)=O)(OC(C)=O)OC(C)=O.[Na+]. The catalyst is ClC(Cl)C. The product is [Br:1][C:2]1[CH:10]=[C:9]2[C:5]([CH2:6][C:7]3([CH2:16][CH2:15][CH:14]([NH:21][CH2:20][C:19]([F:23])([F:22])[F:18])[CH2:13][CH2:12]3)[C:8]2=[O:11])=[CH:4][CH:3]=1. The yield is 0.820.